This data is from Rat liver microsome stability data. The task is: Regression/Classification. Given a drug SMILES string, predict its absorption, distribution, metabolism, or excretion properties. Task type varies by dataset: regression for continuous measurements (e.g., permeability, clearance, half-life) or binary classification for categorical outcomes (e.g., BBB penetration, CYP inhibition). Dataset: rlm. The drug is CC(=O)N1CCN(C(=O)c2cnc3ccc(F)cc3c2N2CCC(C)(C#N)CC2)CC1. The result is 0 (unstable in rat liver microsomes).